The task is: Regression. Given two drug SMILES strings and cell line genomic features, predict the synergy score measuring deviation from expected non-interaction effect.. This data is from NCI-60 drug combinations with 297,098 pairs across 59 cell lines. (1) Drug 1: CC1=C2C(C(=O)C3(C(CC4C(C3C(C(C2(C)C)(CC1OC(=O)C(C(C5=CC=CC=C5)NC(=O)OC(C)(C)C)O)O)OC(=O)C6=CC=CC=C6)(CO4)OC(=O)C)O)C)O. Drug 2: CCN(CC)CCCC(C)NC1=C2C=C(C=CC2=NC3=C1C=CC(=C3)Cl)OC. Cell line: A549. Synergy scores: CSS=13.2, Synergy_ZIP=-2.01, Synergy_Bliss=-2.23, Synergy_Loewe=1.73, Synergy_HSA=-0.654. (2) Drug 1: CC1=C(C=C(C=C1)C(=O)NC2=CC(=CC(=C2)C(F)(F)F)N3C=C(N=C3)C)NC4=NC=CC(=N4)C5=CN=CC=C5. Drug 2: CNC(=O)C1=NC=CC(=C1)OC2=CC=C(C=C2)NC(=O)NC3=CC(=C(C=C3)Cl)C(F)(F)F. Cell line: NCI-H522. Synergy scores: CSS=2.71, Synergy_ZIP=2.46, Synergy_Bliss=-4.56, Synergy_Loewe=-3.36, Synergy_HSA=-2.81.